This data is from Full USPTO retrosynthesis dataset with 1.9M reactions from patents (1976-2016). The task is: Predict the reactants needed to synthesize the given product. (1) Given the product [C:1]([N:4]([CH2:23][CH:24]1[CH2:25][CH2:26]1)[C:5]1[CH:6]=[C:7]([CH:12]=[C:13]([OH:15])[CH:14]=1)[C:8]([O:10][CH3:11])=[O:9])(=[O:3])[CH3:2], predict the reactants needed to synthesize it. The reactants are: [C:1]([N:4]([CH2:23][CH:24]1[CH2:26][CH2:25]1)[C:5]1[CH:6]=[C:7]([CH:12]=[C:13]([O:15]CC2C=CC=CC=2)[CH:14]=1)[C:8]([O:10][CH3:11])=[O:9])(=[O:3])[CH3:2]. (2) Given the product [CH:1]1([N:5]2[CH2:11][CH2:10][C:9]3[S:12][C:13]([C:15]4[CH:20]=[N:19][C:18](=[O:21])[NH:17][CH:16]=4)=[N:14][C:8]=3[CH2:7][CH2:6]2)[CH2:4][CH2:3][CH2:2]1, predict the reactants needed to synthesize it. The reactants are: [CH:1]1([N:5]2[CH2:11][CH2:10][C:9]3[S:12][C:13]([C:15]4[CH:16]=[N:17][C:18]([O:21]C)=[N:19][CH:20]=4)=[N:14][C:8]=3[CH2:7][CH2:6]2)[CH2:4][CH2:3][CH2:2]1.B(Br)(Br)Br. (3) Given the product [NH2:14][C:13]1[O:16][CH:17]2[C:18]3[C:22](=[CH:23][CH:24]=[C:25]2[CH:1]([C:3]2[CH:4]=[N:5][CH:6]=[C:7]([C:8]#[N:9])[CH:10]=2)[C:12]=1[C:11]#[N:15])[N:21]=[CH:20][CH:19]=3, predict the reactants needed to synthesize it. The reactants are: [CH:1]([C:3]1[CH:4]=[N:5][CH:6]=[C:7]([CH:10]=1)[C:8]#[N:9])=O.[C:11](#[N:15])[CH2:12][C:13]#[N:14].[OH:16][C:17]1[CH:25]=[CH:24][CH:23]=[C:22]2[C:18]=1[CH:19]=[CH:20][NH:21]2.N1CCCCC1. (4) Given the product [CH2:20]([C:19]1[C:15]2[S:14][C:11]3[C:12]4[S:13][C:6]([C:1]([OH:3])=[O:2])=[C:7]([CH2:46][CH2:47][CH2:48][CH2:49][CH2:50][CH2:51][CH2:52][CH2:53][CH2:54][CH2:55][CH2:56][CH2:57][CH2:58][CH2:59][CH2:60][CH2:61][CH2:62][CH2:63][CH2:64][CH2:65][CH3:66])[C:8]=4[S:9][C:10]=3[C:16]=2[S:17][C:18]=1[C:41]([OH:43])=[O:42])[CH2:21][CH2:22][CH2:23][CH2:24][CH2:25][CH2:26][CH2:27][CH2:28][CH2:29][CH2:30][CH2:31][CH2:32][CH2:33][CH2:34][CH2:35][CH2:36][CH2:37][CH2:38][CH2:39][CH3:40], predict the reactants needed to synthesize it. The reactants are: [C:1]([C:6]1[S:13][C:12]2[C:11]3[S:14][C:15]4[C:19]([CH2:20][CH2:21][CH2:22][CH2:23][CH2:24][CH2:25][CH2:26][CH2:27][CH2:28][CH2:29][CH2:30][CH2:31][CH2:32][CH2:33][CH2:34][CH2:35][CH2:36][CH2:37][CH2:38][CH2:39][CH3:40])=[C:18]([C:41]([O:43]CC)=[O:42])[S:17][C:16]=4[C:10]=3[S:9][C:8]=2[C:7]=1[CH2:46][CH2:47][CH2:48][CH2:49][CH2:50][CH2:51][CH2:52][CH2:53][CH2:54][CH2:55][CH2:56][CH2:57][CH2:58][CH2:59][CH2:60][CH2:61][CH2:62][CH2:63][CH2:64][CH2:65][CH3:66])([O:3]CC)=[O:2].CO.[OH-].[Li+]. (5) Given the product [NH:4]1[CH2:5][CH2:6][CH2:7][CH:2]([NH:1][C:18](=[O:22])[O:19][CH2:20][CH3:21])[CH2:3]1, predict the reactants needed to synthesize it. The reactants are: [NH2:1][C:2]1[CH:3]=[N:4][CH:5]=[CH:6][CH:7]=1.C(=O)([O-])[O-].[K+].[K+].CC(C)=O.[C:18](Cl)(=[O:22])[O:19][CH2:20][CH3:21].